From a dataset of Catalyst prediction with 721,799 reactions and 888 catalyst types from USPTO. Predict which catalyst facilitates the given reaction. (1) Reactant: C[O:2][C:3](=[O:24])[C:4]1[CH:9]=[CH:8][CH:7]=[C:6]([CH2:10][N:11]2[CH:15]=[C:14]([C:16]3[CH:21]=[CH:20][C:19]([C:22]#[N:23])=[CH:18][CH:17]=3)[N:13]=[N:12]2)[CH:5]=1. Product: [C:22]([C:19]1[CH:18]=[CH:17][C:16]([C:14]2[N:13]=[N:12][N:11]([CH2:10][C:6]3[CH:5]=[C:4]([CH:9]=[CH:8][CH:7]=3)[C:3]([OH:24])=[O:2])[CH:15]=2)=[CH:21][CH:20]=1)#[N:23]. The catalyst class is: 24. (2) Reactant: [Cl:1]N1C(=O)CCC1=O.[C:9]1(=[O:19])[C:18]2[C:13](=[CH:14][CH:15]=[CH:16][CH:17]=2)[CH:12]=[CH:11][NH:10]1. Product: [Cl:1][C:12]1[C:13]2[C:18](=[CH:17][CH:16]=[CH:15][CH:14]=2)[C:9](=[O:19])[NH:10][CH:11]=1. The catalyst class is: 23. (3) Reactant: [Cu][C:2]#[N:3].Br[C:5]1[C:6]([Cl:17])=[CH:7][N:8]=[C:9]2[C:14]=1[N:13]=[C:12]([O:15][CH3:16])[CH:11]=[CH:10]2.[Cl-].[NH4+]. Product: [Cl:17][C:6]1[CH:7]=[N:8][C:9]2[C:14]([C:5]=1[C:2]#[N:3])=[N:13][C:12]([O:15][CH3:16])=[CH:11][CH:10]=2. The catalyst class is: 9. (4) Reactant: [N:1]12[CH2:8][CH2:7][CH:4]([CH2:5][CH2:6]1)[CH:3]([O:9][C:10]1[CH:15]=[CH:14][C:13]([N:16]([C:22]3[S:23][CH:24]=[CH:25][N:26]=3)[C:17]3[S:18][CH:19]=[CH:20][N:21]=3)=[CH:12][CH:11]=1)[CH2:2]2.[ClH:27].O1CCOCC1. Product: [ClH:27].[ClH:27].[N:1]12[CH2:8][CH2:7][CH:4]([CH2:5][CH2:6]1)[CH:3]([O:9][C:10]1[CH:15]=[CH:14][C:13]([N:16]([C:22]3[S:23][CH:24]=[CH:25][N:26]=3)[C:17]3[S:18][CH:19]=[CH:20][N:21]=3)=[CH:12][CH:11]=1)[CH2:2]2. The catalyst class is: 13. (5) Reactant: CCN(C(C)C)C(C)C.[CH2:10]([O:14][C:15]1[CH:16]=[C:17]([CH:21]([F:24])[CH2:22][NH2:23])[CH:18]=[CH:19][CH:20]=1)[CH2:11][CH2:12][CH3:13].[CH3:25][C:26]([O:29][C:30](O[C:30]([O:29][C:26]([CH3:28])([CH3:27])[CH3:25])=[O:31])=[O:31])([CH3:28])[CH3:27].C(Cl)Cl. Product: [CH2:10]([O:14][C:15]1[CH:16]=[C:17]([CH:21]([F:24])[CH2:22][NH:23][C:30](=[O:31])[O:29][C:26]([CH3:28])([CH3:27])[CH3:25])[CH:18]=[CH:19][CH:20]=1)[CH2:11][CH2:12][CH3:13]. The catalyst class is: 1.